From a dataset of Full USPTO retrosynthesis dataset with 1.9M reactions from patents (1976-2016). Predict the reactants needed to synthesize the given product. (1) Given the product [O:1]1[CH2:2][CH2:3][N:4]([C:7]2[CH:12]=[CH:11][CH:10]=[CH:9][C:8]=2[NH:13][C:14]2[N:23]=[CH:22][C:21]3[C:16](=[CH:17][CH:18]=[C:19]([O:24][C:25]4[CH:30]=[CH:29][N:28]=[C:27]([C:31]([N:33]([CH3:35])[CH3:34])=[O:32])[CH:26]=4)[CH:20]=3)[N:15]=2)[CH2:5][CH2:6]1, predict the reactants needed to synthesize it. The reactants are: [O:1]1[CH2:6][CH2:5][N:4]([C:7]2[CH:12]=[CH:11][CH:10]=[CH:9][C:8]=2[NH:13][C:14]2[N:23]=[CH:22][C:21]3[C:16](=[CH:17][CH:18]=[C:19]([O:24][C:25]4[CH:30]=[CH:29][N:28]=[C:27]([C:31]([NH:33][CH3:34])=[O:32])[CH:26]=4)[CH:20]=3)[N:15]=2)[CH2:3][CH2:2]1.[C:35](=O)([O-])[O-].[Cs+].[Cs+].CI.O. (2) Given the product [C:7]([C:11]1[CH:18]=[CH:17][C:14]([CH2:15][NH2:16])=[C:13]([O:19][CH3:20])[CH:12]=1)([CH3:10])([CH3:8])[CH3:9], predict the reactants needed to synthesize it. The reactants are: [H-].[Al+3].[Li+].[H-].[H-].[H-].[C:7]([C:11]1[CH:18]=[CH:17][C:14]([C:15]#[N:16])=[C:13]([O:19][CH3:20])[CH:12]=1)([CH3:10])([CH3:9])[CH3:8].[OH-].[Na+].